From a dataset of Reaction yield outcomes from USPTO patents with 853,638 reactions. Predict the reaction yield, written as a fraction of the theoretical maximum amount of product (1.0 means a 100% yield; for example, 0.34 means a 34% yield). (1) The reactants are [Cl:1][C:2]1[N:10](CC=C)[C:9]2[C:8](=[O:14])[NH:7][C:6](=[O:15])[N:5]([CH2:16][CH2:17][CH:18]([CH3:20])[CH3:19])[C:4]=2[N:3]=1.N1CCOCC1.Cl.C(OCC)C. The catalyst is C1COCC1.C1C=CC([P]([Pd]([P](C2C=CC=CC=2)(C2C=CC=CC=2)C2C=CC=CC=2)([P](C2C=CC=CC=2)(C2C=CC=CC=2)C2C=CC=CC=2)[P](C2C=CC=CC=2)(C2C=CC=CC=2)C2C=CC=CC=2)(C2C=CC=CC=2)C2C=CC=CC=2)=CC=1. The product is [Cl:1][C:2]1[NH:10][C:9]2[C:8](=[O:14])[NH:7][C:6](=[O:15])[N:5]([CH2:16][CH2:17][CH:18]([CH3:20])[CH3:19])[C:4]=2[N:3]=1. The yield is 0.560. (2) The reactants are Cl.[NH2:2][C:3]1[CH:9]=[CH:8][C:6]([OH:7])=[CH:5][C:4]=1[OH:10].C([O-])(=O)C.[Na+].[C:16](OCC)(OCC)(OCC)[O:17][CH2:18][CH3:19]. The catalyst is C(O)C. The product is [CH2:18]([O:17][C:16]1[O:10][C:4]2[CH:5]=[C:6]([OH:7])[CH:8]=[CH:9][C:3]=2[N:2]=1)[CH3:19]. The yield is 0.600. (3) The reactants are Cl[C:2]1[C:3]([C:13]([O:15][CH2:16][CH3:17])=[O:14])=[N:4][C:5]2[C:10]([N:11]=1)=[C:9]([F:12])[CH:8]=[CH:7][CH:6]=2.[CH3:18]B1OB(C)OB(C)O1.C(=O)([O-])[O-].[K+].[K+]. The catalyst is O1CCOCC1.C1C=CC(P(C2C=CC=CC=2)[C-]2C=CC=C2)=CC=1.C1C=CC(P(C2C=CC=CC=2)[C-]2C=CC=C2)=CC=1.Cl[Pd]Cl.[Fe+2]. The product is [F:12][C:9]1[CH:8]=[CH:7][CH:6]=[C:5]2[C:10]=1[N:11]=[C:2]([CH3:18])[C:3]([C:13]([O:15][CH2:16][CH3:17])=[O:14])=[N:4]2. The yield is 0.990. (4) The product is [Cl:1][C:2]1[CH:3]=[C:4]2[C:8](=[CH:9][CH:10]=1)[N:7]([CH3:11])[CH:6]=[CH:5]2. The yield is 0.910. No catalyst specified. The reactants are [Cl:1][C:2]1[CH:3]=[C:4]2[C:8](=[CH:9][CH:10]=1)[NH:7][CH:6]=[CH:5]2.[CH3:11]C1C2C(=CC=CC=2)NC=1. (5) The reactants are [Br:1][C:2]1[C:7]([OH:8])=[CH:6][CH:5]=[CH:4][N:3]=1.[H-].[Na+].[C:11]([NH2:14])(=[O:13])[CH3:12]. The catalyst is O1CCCC1. The product is [Br:1][C:2]1[C:7]([O:8][CH2:12][C:11]([NH2:14])=[O:13])=[CH:6][CH:5]=[CH:4][N:3]=1. The yield is 0.750.